This data is from Full USPTO retrosynthesis dataset with 1.9M reactions from patents (1976-2016). The task is: Predict the reactants needed to synthesize the given product. (1) Given the product [Cl:23][C:24]1[N:29]=[C:28]([CH2:30][C:15]([C:14]2[CH:13]=[C:12]([NH:11][C:9](=[O:10])[C:3]3[C:4]([F:8])=[CH:5][CH:6]=[CH:7][C:2]=3[F:1])[CH:22]=[CH:21][CH:20]=2)=[O:17])[CH:27]=[C:26]([CH3:31])[N:25]=1, predict the reactants needed to synthesize it. The reactants are: [F:1][C:2]1[CH:7]=[CH:6][CH:5]=[C:4]([F:8])[C:3]=1[C:9]([NH:11][C:12]1[CH:13]=[C:14]([CH:20]=[CH:21][CH:22]=1)[C:15]([O:17]CC)=O)=[O:10].[Cl:23][C:24]1[N:29]=[C:28]([CH3:30])[CH:27]=[C:26]([CH3:31])[N:25]=1.[Li+].C[Si]([N-][Si](C)(C)C)(C)C. (2) Given the product [Cl:1][C:2]1[CH:7]=[CH:6][CH:5]=[CH:4][C:3]=1[C:8]1[C:9]2[CH:21]=[CH:20][C:19](=[O:22])[N:18]([C:23]3[CH:28]=[CH:27][CH:26]=[CH:25][C:24]=3[Cl:29])[C:10]=2[N:11]=[C:12]([NH:30][C:31]([CH2:34][OH:35])([CH3:36])[CH2:32][OH:33])[N:13]=1, predict the reactants needed to synthesize it. The reactants are: [Cl:1][C:2]1[CH:7]=[CH:6][CH:5]=[CH:4][C:3]=1[C:8]1[C:9]2[CH:21]=[CH:20][C:19](=[O:22])[N:18]([C:23]3[CH:28]=[CH:27][CH:26]=[CH:25][C:24]=3[Cl:29])[C:10]=2[N:11]=[C:12](S(C)(=O)=O)[N:13]=1.[NH2:30][C:31]([CH3:36])([CH2:34][OH:35])[CH2:32][OH:33]. (3) Given the product [Cl:1][C:2]1[CH:7]=[C:6]([O:8][CH2:22][C:23]([F:26])([F:25])[F:24])[C:5]([Cl:9])=[CH:4][N:3]=1, predict the reactants needed to synthesize it. The reactants are: [Cl:1][C:2]1[CH:7]=[C:6]([OH:8])[C:5]([Cl:9])=[CH:4][N:3]=1.C(=O)([O-])[O-].[Cs+].[Cs+].FC(F)(F)S(O[CH2:22][C:23]([F:26])([F:25])[F:24])(=O)=O.CCCCCCC.C(OCC)(=O)C. (4) Given the product [Br:11][C:7]1[C:6]([NH2:9])=[CH:5][CH:4]=[C:3]([CH:2]([F:10])[F:1])[N:8]=1, predict the reactants needed to synthesize it. The reactants are: [F:1][CH:2]([F:10])[C:3]1[N:8]=[CH:7][C:6]([NH2:9])=[CH:5][CH:4]=1.[Br:11]N1C(=O)CCC1=O.O. (5) Given the product [Cl-:1].[C:15]([C:19]1[N:24]=[C:23]([N:25]2[CH2:26][CH2:27][NH+:28]([CH2:2][CH2:3][CH2:4][CH2:5][N:6]3[CH:11]=[C:10]([CH3:12])[C:9]([OH:13])=[N:8][C:7]3=[O:14])[CH2:29][CH2:30]2)[CH:22]=[C:21]([C:31]([F:32])([F:33])[F:34])[N:20]=1)([CH3:18])([CH3:16])[CH3:17], predict the reactants needed to synthesize it. The reactants are: [Cl:1][CH2:2][CH2:3][CH2:4][CH2:5][N:6]1[CH:11]=[C:10]([CH3:12])[C:9]([OH:13])=[N:8][C:7]1=[O:14].[C:15]([C:19]1[N:24]=[C:23]([N:25]2[CH2:30][CH2:29][NH:28][CH2:27][CH2:26]2)[CH:22]=[C:21]([C:31]([F:34])([F:33])[F:32])[N:20]=1)([CH3:18])([CH3:17])[CH3:16].CCN(CC)CC.C(OCC)(=O)C. (6) Given the product [CH3:15][N:13]([CH3:14])[CH2:12][CH2:11][N:10]([CH3:16])[C:8]1[CH:9]=[C:4]([N:1]2[C:2]([SH:3])=[N:25][N:24]=[C:22]2[C:21]2[CH:26]=[C:27]([CH:31]([CH3:32])[CH3:33])[C:28]([OH:30])=[CH:29][C:20]=2[OH:19])[CH:5]=[CH:6][C:7]=1[O:17][CH3:18], predict the reactants needed to synthesize it. The reactants are: [N:1]([C:4]1[CH:5]=[CH:6][C:7]([O:17][CH3:18])=[C:8]([N:10]([CH3:16])[CH2:11][CH2:12][N:13]([CH3:15])[CH3:14])[CH:9]=1)=[C:2]=[S:3].[OH:19][C:20]1[CH:29]=[C:28]([OH:30])[C:27]([CH:31]([CH3:33])[CH3:32])=[CH:26][C:21]=1[C:22]([NH:24][NH2:25])=O.[OH-].[Na+]. (7) Given the product [CH3:1][C:2]1[O:6][N:5]=[C:4]([C:7]2[CH:12]=[CH:11][CH:10]=[CH:9][CH:8]=2)[C:3]=1[C:13]1[O:14][C:23]([C:22]2[CH:21]=[CH:20][C:19]([C:18]([F:17])([F:28])[F:29])=[CH:27][CH:26]=2)=[N:16][N:15]=1, predict the reactants needed to synthesize it. The reactants are: [CH3:1][C:2]1[O:6][N:5]=[C:4]([C:7]2[CH:12]=[CH:11][CH:10]=[CH:9][CH:8]=2)[C:3]=1[C:13]([NH:15][NH2:16])=[O:14].[F:17][C:18]([F:29])([F:28])[C:19]1[CH:27]=[CH:26][C:22]([C:23](O)=O)=[CH:21][CH:20]=1.